Dataset: Full USPTO retrosynthesis dataset with 1.9M reactions from patents (1976-2016). Task: Predict the reactants needed to synthesize the given product. (1) Given the product [C:1]([O:5][C:6](=[O:20])[NH:7][CH2:8][C:9]12[CH2:18][CH:13]3[CH2:14][CH:15]([CH2:17][CH:11]([C:12]3=[O:19])[CH2:10]1)[CH2:16]2)([CH3:4])([CH3:2])[CH3:3], predict the reactants needed to synthesize it. The reactants are: [C:1]([O:5][C:6](=[O:20])[NH:7][CH2:8][C:9]12[CH2:18][CH:13]3[CH2:14][CH:15]([CH2:17][CH:11]([CH:12]3[OH:19])[CH2:10]1)[CH2:16]2)([CH3:4])([CH3:3])[CH3:2].CC(OI1(OC(C)=O)(OC(C)=O)OC(=O)C2C=CC=CC1=2)=O. (2) Given the product [CH:7]1([NH:10][C:11]([C:13]2[CH:18]=[C:17]([C:19]3[C:20]([C:28]([NH:30][C:31]4[S:32][CH:33]=[CH:34][N:35]=4)=[O:29])=[CH:21][C:22]([C:25]([NH:6][C@H:2]([CH3:1])[CH:3]([CH3:5])[CH3:4])=[O:26])=[CH:23][CH:24]=3)[C:16]([CH3:36])=[C:15]([F:37])[CH:14]=2)=[O:12])[CH2:9][CH2:8]1, predict the reactants needed to synthesize it. The reactants are: [CH3:1][C@@H:2]([NH2:6])[CH:3]([CH3:5])[CH3:4].[CH:7]1([NH:10][C:11]([C:13]2[CH:14]=[C:15]([F:37])[C:16]([CH3:36])=[C:17]([C:19]3[CH:24]=[CH:23][C:22]([C:25](O)=[O:26])=[CH:21][C:20]=3[C:28]([NH:30][C:31]3[S:32][CH:33]=[CH:34][N:35]=3)=[O:29])[CH:18]=2)=[O:12])[CH2:9][CH2:8]1.Cl.CN(C)CCCN=C=NCC.CCOC(C)=O. (3) The reactants are: Cl.[NH2:2][C:3]1[N:8]=[CH:7][C:6]([C:9]2[CH:10]=[N:11][N:12]([CH:14]3[CH2:19][CH2:18][N:17](C(OC(C)(C)C)=O)[CH2:16][CH2:15]3)[CH:13]=2)=[CH:5][C:4]=1[C:27]1[O:28][C:29]2[C:35]([CH2:36][OH:37])=[CH:34][CH:33]=[CH:32][C:30]=2[N:31]=1. Given the product [NH2:2][C:3]1[C:4]([C:27]2[O:28][C:29]3[C:35]([CH2:36][OH:37])=[CH:34][CH:33]=[CH:32][C:30]=3[N:31]=2)=[CH:5][C:6]([C:9]2[CH:10]=[N:11][N:12]([CH:14]3[CH2:19][CH2:18][NH:17][CH2:16][CH2:15]3)[CH:13]=2)=[CH:7][N:8]=1, predict the reactants needed to synthesize it.